From a dataset of Forward reaction prediction with 1.9M reactions from USPTO patents (1976-2016). Predict the product of the given reaction. (1) Given the reactants [Li+:1].C[Si]([N-][Si](C)(C)C)(C)C.[C:11]([C:14]1[O:15][CH:16]=[CH:17][CH:18]=1)(=[O:13])[CH3:12].[C:19]([O:23][C:24](=[O:32])[C:25](OC(C)(C)C)=[O:26])([CH3:22])([CH3:21])[CH3:20], predict the reaction product. The product is: [C:19]([O:23][C:24](=[O:32])[C:25]([O-:26])=[CH:12][C:11]([C:14]1[O:15][CH:16]=[CH:17][CH:18]=1)=[O:13])([CH3:22])([CH3:21])[CH3:20].[Li+:1]. (2) Given the reactants Cl[C:2]1[N:6]2[CH:7]=[C:8]([F:11])[CH:9]=[CH:10][C:5]2=[N:4][N:3]=1.[CH3:12][N:13]1[CH2:19][CH2:18][CH2:17][NH:16][CH2:15][CH2:14]1, predict the reaction product. The product is: [F:11][C:8]1[CH:9]=[CH:10][C:5]2[N:6]([C:2]([N:16]3[CH2:17][CH2:18][CH2:19][N:13]([CH3:12])[CH2:14][CH2:15]3)=[N:3][N:4]=2)[CH:7]=1. (3) Given the reactants [CH2:1]([O:8][C:9]([C:11]1[C:19]([CH3:20])=[C:18]2[C:14]([C:15]3[CH2:24][CH2:23][O:22][C:21]([CH2:28][C:29]([O:31][CH2:32][CH3:33])=[O:30])([CH2:25][CH2:26][CH3:27])[C:16]=3[NH:17]2)=[C:13](Br)[CH:12]=1)=[O:10])[C:2]1[CH:7]=[CH:6][CH:5]=[CH:4][CH:3]=1.[CH3:35][N:36]1C(=O)CCC1.C([Cu])#N.O, predict the reaction product. The product is: [CH2:1]([O:8][C:9]([C:11]1[C:19]([CH3:20])=[C:18]2[C:14]([C:15]3[CH2:24][CH2:23][O:22][C:21]([CH2:28][C:29]([O:31][CH2:32][CH3:33])=[O:30])([CH2:25][CH2:26][CH3:27])[C:16]=3[NH:17]2)=[C:13]([C:35]#[N:36])[CH:12]=1)=[O:10])[C:2]1[CH:7]=[CH:6][CH:5]=[CH:4][CH:3]=1. (4) Given the reactants [Br:1][C:2]1[CH:10]=[C:9]([F:11])[C:5]([C:6]([OH:8])=O)=[C:4]([F:12])[CH:3]=1.[CH3:13][C:14]1[CH:15]=[CH:16][C:17]([N:20]2[CH2:25][CH2:24][NH:23][CH2:22][CH2:21]2)=[N:18][CH:19]=1, predict the reaction product. The product is: [Br:1][C:2]1[CH:3]=[C:4]([F:12])[C:5]([C:6]([N:23]2[CH2:24][CH2:25][N:20]([C:17]3[CH:16]=[CH:15][C:14]([CH3:13])=[CH:19][N:18]=3)[CH2:21][CH2:22]2)=[O:8])=[C:9]([F:11])[CH:10]=1. (5) Given the reactants [CH2:1]([O:8][N:9]1[C:15](=[O:16])[N:14]2[CH2:17][C@H:10]1[CH2:11][CH2:12][C@H:13]2[C:18]([OH:20])=O)[C:2]1[CH:7]=[CH:6][CH:5]=[CH:4][CH:3]=1.[C:21]([O:25][C:26](=[O:33])[NH:27][CH2:28][CH2:29][CH2:30][O:31][NH2:32])([CH3:24])([CH3:23])[CH3:22], predict the reaction product. The product is: [C:21]([O:25][C:26](=[O:33])[NH:27][CH2:28][CH2:29][CH2:30][O:31][NH:32][C:18]([C@@H:13]1[CH2:12][CH2:11][C@@H:10]2[CH2:17][N:14]1[C:15](=[O:16])[N:9]2[O:8][CH2:1][C:2]1[CH:3]=[CH:4][CH:5]=[CH:6][CH:7]=1)=[O:20])([CH3:24])([CH3:22])[CH3:23]. (6) The product is: [CH2:3]([O:41][C:40](=[O:42])[C@H:35]([CH2:36][CH:37]([CH3:39])[CH3:38])[NH:34][C:32](=[O:33])[CH2:31][C:25]1[CH:26]=[CH:27][CH:28]=[CH:29][CH:30]=1)[CH:4]([CH3:6])[CH3:5]. Given the reactants N[C@H](C(O)=O)[CH2:3][CH:4]([CH3:6])[CH3:5].C(=O)(O)[O-].[Na+].C1(CC(Cl)=O)C=CC=CC=1.[C:25]1([CH2:31][C:32]([NH:34][C@H:35]([C:40]([OH:42])=[O:41])[CH2:36][CH:37]([CH3:39])[CH3:38])=[O:33])[CH:30]=[CH:29][CH:28]=[CH:27][CH:26]=1, predict the reaction product. (7) Given the reactants C(N(C(C)C)C(C)C)C.[F:10][C@H:11]1[CH2:28][C@@:26]2([CH3:27])[C@@H:22]([CH2:23][CH2:24][C@@H:25]2[OH:29])[C@H:21]2[C@H:12]1[C:13]1[CH:14]=[CH:15][C:16]([OH:56])=[CH:17][C:18]=1[CH2:19][C@H:20]2[CH2:30][CH2:31][CH2:32][CH2:33][CH2:34][N:35]([CH3:55])[CH2:36][CH2:37][CH2:38][CH2:39][CH2:40][CH2:41][C:42]([F:54])([F:53])[C:43]([F:52])([F:51])[C:44]([F:50])([F:49])[C:45]([F:48])([F:47])[F:46], predict the reaction product. The product is: [F:10][C@H:11]1[CH2:28][C@@:26]2([CH3:27])[C@@H:22]([CH2:23][CH2:24][C:25]2=[O:29])[C@H:21]2[C@H:12]1[C:13]1[CH:14]=[CH:15][C:16]([OH:56])=[CH:17][C:18]=1[CH2:19][C@H:20]2[CH2:30][CH2:31][CH2:32][CH2:33][CH2:34][N:35]([CH3:55])[CH2:36][CH2:37][CH2:38][CH2:39][CH2:40][CH2:41][C:42]([F:53])([F:54])[C:43]([F:51])([F:52])[C:44]([F:49])([F:50])[C:45]([F:46])([F:47])[F:48].